Dataset: Forward reaction prediction with 1.9M reactions from USPTO patents (1976-2016). Task: Predict the product of the given reaction. (1) Given the reactants [Cl:1][C:2]1[CH:31]=[CH:30][C:5]([CH2:6][N:7]2[C:15]3[C:10](=[CH:11][C:12](/[CH:16]=[C:17]4/[C:18](=[O:29])[N:19]([CH2:23][C@@H:24]5[CH2:28][CH2:27][CH2:26][NH:25]5)[C:20](=[O:22])[S:21]/4)=[CH:13][CH:14]=3)[CH:9]=[N:8]2)=[C:4]([C:32]([F:35])([F:34])[F:33])[CH:3]=1.Br[CH2:37][C:38]([O:40]C(C)(C)C)=[O:39], predict the reaction product. The product is: [Cl:1][C:2]1[CH:31]=[CH:30][C:5]([CH2:6][N:7]2[C:15]3[C:10](=[CH:11][C:12](/[CH:16]=[C:17]4/[C:18](=[O:29])[N:19]([CH2:23][C@@H:24]5[CH2:28][CH2:27][CH2:26][N:25]5[CH2:37][C:38]([OH:40])=[O:39])[C:20](=[O:22])[S:21]/4)=[CH:13][CH:14]=3)[CH:9]=[N:8]2)=[C:4]([C:32]([F:35])([F:33])[F:34])[CH:3]=1. (2) Given the reactants [Cl:1][C:2](Cl)([O:4]C(=O)OC(Cl)(Cl)Cl)Cl.[CH3:13][S:14]([N:17]1[CH2:22][CH2:21][NH:20][CH2:19][C@@H:18]1[CH3:23])(=[O:16])=[O:15].N1C=CC=CC=1, predict the reaction product. The product is: [CH3:13][S:14]([N:17]1[CH2:22][CH2:21][N:20]([C:2]([Cl:1])=[O:4])[CH2:19][C@@H:18]1[CH3:23])(=[O:15])=[O:16].